From a dataset of Reaction yield outcomes from USPTO patents with 853,638 reactions. Predict the reaction yield, written as a fraction of the theoretical maximum amount of product (1.0 means a 100% yield; for example, 0.34 means a 34% yield). (1) The reactants are [OH:1][C:2]1[C:6]([C:7]([O:9][CH2:10][CH3:11])=[O:8])=[CH:5][NH:4][N:3]=1.[CH2:12](Br)[C:13]1[CH:18]=[CH:17][CH:16]=[CH:15][CH:14]=1.C(=O)([O-])[O-].[K+].[K+].CN(C)C=O. The catalyst is O. The product is [CH2:12]([N:4]1[CH:5]=[C:6]([C:7]([O:9][CH2:10][CH3:11])=[O:8])[C:2]([O:1][CH2:12][C:13]2[CH:18]=[CH:17][CH:16]=[CH:15][CH:14]=2)=[N:3]1)[C:13]1[CH:18]=[CH:17][CH:16]=[CH:15][CH:14]=1. The yield is 0.950. (2) The reactants are [CH3:1][N:2]([CH3:19])[CH2:3][CH2:4][N:5]1[CH2:11][CH2:10][CH2:9][C:8]2[NH:12][C:13]([CH:16]=O)=[C:14]([CH3:15])[C:7]=2[C:6]1=[O:18].[F:20][C:21]1[CH:22]=[C:23]([C:27]2[CH:35]=[CH:34][CH:33]=[C:32]3[C:28]=2[CH2:29][C:30](=[O:36])[NH:31]3)[CH:24]=[CH:25][CH:26]=1. No catalyst specified. The product is [CH3:1][N:2]([CH3:19])[CH2:3][CH2:4][N:5]1[CH2:11][CH2:10][CH2:9][C:8]2[NH:12][C:13](/[CH:16]=[C:29]3\[C:30](=[O:36])[NH:31][C:32]4[C:28]\3=[C:27]([C:23]3[CH:24]=[CH:25][CH:26]=[C:21]([F:20])[CH:22]=3)[CH:35]=[CH:34][CH:33]=4)=[C:14]([CH3:15])[C:7]=2[C:6]1=[O:18]. The yield is 0.389. (3) The reactants are [O:1]=[C:2]([NH:27][C@@H:28]1[C@@H:33]([OH:34])[C@H:32]([OH:35])[C@@H:31]([CH2:36][OH:37])[O:30][C@H:29]1[OH:38])[C@@H:3]([NH:19][C:20](=[O:26])[O:21][C:22]([CH3:25])([CH3:24])[CH3:23])[CH2:4][CH2:5][CH2:6][CH2:7][NH:8]C(=O)OCC1C=CC=CC=1. The catalyst is CO.[Pd]. The product is [NH2:8][CH2:7][CH2:6][CH2:5][CH2:4][C@H:3]([NH:19][C:20](=[O:26])[O:21][C:22]([CH3:24])([CH3:23])[CH3:25])[C:2](=[O:1])[NH:27][C@@H:28]1[C@@H:33]([OH:34])[C@H:32]([OH:35])[C@@H:31]([CH2:36][OH:37])[O:30][C@H:29]1[OH:38]. The yield is 0.990. (4) The yield is 0.440. The reactants are [C:1]1([N:7]2[C:16]3[C:11](=[CH:12][CH:13]=[CH:14][N:15]=3)[C:10]([O:17]C(=O)CC3C=CC=CC=3)=[CH:9][C:8]2=[O:27])[CH:6]=[CH:5][CH:4]=[CH:3][CH:2]=1.C(N(CC)CC)C.[C-]#N.[K+].C1[O:55][CH2:54][CH2:53]OCCOCCOCCOCCOC1.C(=O)([O-])O.[Na+].[C:61]1(C)[CH:66]=[CH:65][CH:64]=[CH:63][CH:62]=1. The catalyst is ClCCl. The product is [OH:17][C:10]1[C:11]2[C:16](=[N:15][CH:14]=[CH:13][CH:12]=2)[N:7]([C:1]2[CH:2]=[CH:3][CH:4]=[CH:5][CH:6]=2)[C:8](=[O:27])[C:9]=1[C:54](=[O:55])[CH2:53][C:61]1[CH:66]=[CH:65][CH:64]=[CH:63][CH:62]=1. (5) The reactants are [CH:1]([C:3]1[CH:4]=[CH:5][C:6]([OH:12])=[C:7]([CH:11]=1)[C:8]([OH:10])=[O:9])=[O:2].OS(O)(=O)=O.[CH3:18]COC(C)=O.C([O-])(O)=O.[Na+]. The catalyst is CO. The product is [CH:1]([C:3]1[CH:4]=[CH:5][C:6]([OH:12])=[C:7]([CH:11]=1)[C:8]([O:10][CH3:18])=[O:9])=[O:2]. The yield is 0.960. (6) The reactants are [C:1]([CH2:4][CH:5]1[C:9]2[C:10]([C:16]([NH:18][C:19]3[C:24]([Cl:25])=[CH:23][N:22]=[CH:21][C:20]=3[Cl:26])=[O:17])=[CH:11][CH:12]=[C:13]([O:14][CH3:15])[C:8]=2[O:7][CH2:6]1)(O)=[O:2].[CH3:27][N:28]1[CH2:33][CH2:32][NH:31][CH2:30][CH2:29]1. No catalyst specified. The product is [Cl:26][C:20]1[CH:21]=[N:22][CH:23]=[C:24]([Cl:25])[C:19]=1[NH:18][C:16]([C:10]1[C:9]2[CH:5]([CH2:4][C:1]([N:31]3[CH2:32][CH2:33][N:28]([CH3:27])[CH2:29][CH2:30]3)=[O:2])[CH2:6][O:7][C:8]=2[C:13]([O:14][CH3:15])=[CH:12][CH:11]=1)=[O:17]. The yield is 1.00. (7) The reactants are Cl.[CH3:2][C:3]1[CH:4]=[C:5](N)[C:6]2[CH:12]=[N:11][C:10]3[CH:13]=[CH:14][CH:15]=[CH:16][C:9]=3[NH:8][C:7]=2[CH:17]=1.[CH3:19][O:20][CH2:21][CH2:22][C@H:23]1[CH2:28][NH:27][CH2:26][CH2:25][NH:24]1.C(N(CC)C(C)C)(C)C.CS(C)=O. The catalyst is C(OCC)(=O)C.C1(C)C=CC=CC=1. The product is [CH3:2][C:3]1[CH:4]=[CH:5][C:6]2[C:12]([N:27]3[CH2:26][CH2:25][NH:24][C@@H:23]([CH2:22][CH2:21][O:20][CH3:19])[CH2:28]3)=[N:11][C:10]3[CH:13]=[CH:14][CH:15]=[CH:16][C:9]=3[NH:8][C:7]=2[CH:17]=1. The yield is 0.480. (8) The reactants are [CH:1]1([CH2:4][CH2:5][NH2:6])[CH2:3][CH2:2]1.C1N=CN([C:12](N2C=NC=C2)=[O:13])C=1.[CH2:19]([C@H:21]1[CH2:25][NH:24][CH2:23][C@H:22]1[C:26]1[N:30]2[C:31]3[CH:37]=[CH:36][N:35]([S:38]([C:41]4[CH:47]=[CH:46][C:44]([CH3:45])=[CH:43][CH:42]=4)(=[O:40])=[O:39])[C:32]=3[N:33]=[CH:34][C:29]2=[N:28][N:27]=1)[CH3:20]. The catalyst is CN(C=O)C. The product is [CH:1]1([CH2:4][CH2:5][NH:6][C:12]([N:24]2[CH2:23][C@H:22]([C:26]3[N:30]4[C:31]5[CH:37]=[CH:36][N:35]([S:38]([C:41]6[CH:42]=[CH:43][C:44]([CH3:45])=[CH:46][CH:47]=6)(=[O:40])=[O:39])[C:32]=5[N:33]=[CH:34][C:29]4=[N:28][N:27]=3)[C@H:21]([CH2:19][CH3:20])[CH2:25]2)=[O:13])[CH2:3][CH2:2]1. The yield is 0.640. (9) The reactants are [CH2:1]([O:3][C:4]([CH:6]1[CH2:11][CH2:10][N:9]([C:12]([O:14][C:15]([CH3:18])([CH3:17])[CH3:16])=[O:13])[CH2:8][CH2:7]1)=[O:5])[CH3:2].C[Si]([N-][Si](C)(C)C)(C)C.[Na+].[Cl:29][C:30]1[CH:35]=[C:34](I)[CH:33]=[CH:32][N:31]=1.[Cl-].[NH4+]. The catalyst is O1CCCC1.O. The product is [Cl:29][C:30]1[CH:35]=[C:34]([C:6]2([C:4]([O:3][CH2:1][CH3:2])=[O:5])[CH2:11][CH2:10][N:9]([C:12]([O:14][C:15]([CH3:17])([CH3:16])[CH3:18])=[O:13])[CH2:8][CH2:7]2)[CH:33]=[CH:32][N:31]=1. The yield is 0.320. (10) The yield is 0.440. The catalyst is C(Cl)Cl. The product is [Cl:16][C:17]1[N+:22]([O-:6])=[CH:21][C:20]([CH2:23][C:24]([O:26][CH3:27])=[O:25])=[CH:19][CH:18]=1. The reactants are OO.FC(F)(F)C(OC(=O)C(F)(F)F)=[O:6].[Cl:16][C:17]1[N:22]=[CH:21][C:20]([CH2:23][C:24]([O:26][CH3:27])=[O:25])=[CH:19][CH:18]=1.C(=O)([O-])[O-].[K+].[K+].